Task: Predict which catalyst facilitates the given reaction.. Dataset: Catalyst prediction with 721,799 reactions and 888 catalyst types from USPTO Reactant: [C:1]([N:8]1[CH:12]=[CH:11]N=[CH:9]1)([N:3]1[CH:7]=[CH:6]N=C1)=[O:2].NCCCNCC[CH2:20][N:21]([CH2:29][CH:30]1[CH2:35][CH2:34][C:33]2[CH:36]=[CH:37][CH:38]=[CH:39][C:32]=2[O:31]1)[CH2:22][C:23]1[CH:28]=[CH:27][CH:26]=[CH:25][CH:24]=1. Product: [O:31]1[C:32]2[CH:39]=[CH:38][CH:37]=[CH:36][C:33]=2[CH2:34][CH2:35][CH:30]1[CH2:29][N:21]([CH2:22][C:23]1[CH:24]=[CH:25][CH:26]=[CH:27][CH:28]=1)[CH2:20][CH2:11][CH2:12][N:8]1[CH2:9][CH2:6][CH2:7][NH:3][C:1]1=[O:2]. The catalyst class is: 1.